This data is from Catalyst prediction with 721,799 reactions and 888 catalyst types from USPTO. The task is: Predict which catalyst facilitates the given reaction. (1) Reactant: O[CH:2]([C:4]1[N:5]([C:16]2[CH:21]=[CH:20][CH:19]=[CH:18][C:17]=2[CH3:22])[C:6](=[O:15])[C:7]2[C:12]([CH:13]=1)=[CH:11][CH:10]=[CH:9][C:8]=2[CH3:14])[CH3:3].C1C=CC(P(C2C=CC=CC=2)C2C=CC=CC=2)=CC=1.C(Br)(Br)(Br)[Br:43]. Product: [Br:43][CH:2]([C:4]1[N:5]([C:16]2[CH:21]=[CH:20][CH:19]=[CH:18][C:17]=2[CH3:22])[C:6](=[O:15])[C:7]2[C:12]([CH:13]=1)=[CH:11][CH:10]=[CH:9][C:8]=2[CH3:14])[CH3:3]. The catalyst class is: 2. (2) Reactant: [F:1][C:2]1[CH:7]=[CH:6][C:5]([S:8](Cl)(=[O:10])=[O:9])=[CH:4][CH:3]=1.S([O-])([O-])=O.[Na+].[Na+].C(=O)(O)[O-].[Na+].Cl. Product: [F:1][C:2]1[CH:7]=[CH:6][C:5]([S:8]([OH:10])=[O:9])=[CH:4][CH:3]=1. The catalyst class is: 6. (3) Reactant: CI.[C:3]([O:7][C:8]([N:10]1[CH2:15][CH2:14][O:13][CH:12]([C:16]([OH:18])=[O:17])[CH2:11]1)=[O:9])([CH3:6])([CH3:5])[CH3:4].[C:19](=O)([O-])[O-].[K+].[K+]. Product: [N:10]1([C:8]([O:7][C:3]([CH3:6])([CH3:4])[CH3:5])=[O:9])[CH2:15][CH2:14][O:13][CH:12]([C:16]([O:18][CH3:19])=[O:17])[CH2:11]1. The catalyst class is: 9. (4) Reactant: [CH:1]1([OH:7])[CH2:6][CH2:5][CH2:4][CH2:3][CH2:2]1.N1C=CC=CC=1.Cl[C:15]([O:17][CH:18]([Cl:20])[CH3:19])=[O:16]. Product: [C:15](=[O:16])([O:7][CH:1]1[CH2:6][CH2:5][CH2:4][CH2:3][CH2:2]1)[O:17][CH:18]([Cl:20])[CH3:19]. The catalyst class is: 4.